From a dataset of Forward reaction prediction with 1.9M reactions from USPTO patents (1976-2016). Predict the product of the given reaction. (1) Given the reactants [F:1][C:2]1[CH:3]=[C:4]([CH:7]=[CH:8][C:9]=1[OH:10])[CH:5]=[O:6].[F:11][C:12]([F:25])([F:24])[S:13](O[S:13]([C:12]([F:25])([F:24])[F:11])(=[O:15])=[O:14])(=[O:15])=[O:14], predict the reaction product. The product is: [F:1][C:2]1[CH:3]=[C:4]([CH:5]=[O:6])[CH:7]=[CH:8][C:9]=1[O:10][S:13]([C:12]([F:25])([F:24])[F:11])(=[O:15])=[O:14]. (2) Given the reactants [CH:1]1([C:4]2[CH:5]=[C:6]([C:24]([O:26][CH2:27][CH3:28])=[O:25])[C:7](=[O:23])[N:8]3[C:13]=2[C:12]([CH3:14])=[C:11]([C:15]2[CH:20]=[CH:19][C:18]([CH2:21]O)=[CH:17][CH:16]=2)[CH:10]=[CH:9]3)[CH2:3][CH2:2]1.C(Br)(Br)(Br)[Br:30].C1(P(C2C=CC=CC=2)C2C=CC=CC=2)C=CC=CC=1, predict the reaction product. The product is: [Br:30][CH2:21][C:18]1[CH:19]=[CH:20][C:15]([C:11]2[CH:10]=[CH:9][N:8]3[C:13]([C:12]=2[CH3:14])=[C:4]([CH:1]2[CH2:3][CH2:2]2)[CH:5]=[C:6]([C:24]([O:26][CH2:27][CH3:28])=[O:25])[C:7]3=[O:23])=[CH:16][CH:17]=1.